The task is: Predict the reaction yield, written as a fraction of the theoretical maximum amount of product (1.0 means a 100% yield; for example, 0.34 means a 34% yield).. This data is from Reaction yield outcomes from USPTO patents with 853,638 reactions. (1) The reactants are [C:1]([C:3]1[CH:4]=[C:5]([NH2:9])[CH:6]=[CH:7][CH:8]=1)#[CH:2].[C:10](O[C:10]([O:12][C:13]([CH3:16])([CH3:15])[CH3:14])=[O:11])([O:12][C:13]([CH3:16])([CH3:15])[CH3:14])=[O:11].CCN(CC)CC. The catalyst is C1COCC1. The product is [C:1]([C:3]1[CH:4]=[C:5]([NH:9][C:10](=[O:11])[O:12][C:13]([CH3:16])([CH3:15])[CH3:14])[CH:6]=[CH:7][CH:8]=1)#[CH:2]. The yield is 0.720. (2) The reactants are [NH2:1][C:2]1[N:26]=[C:5]2[CH:6]=[CH:7][C:8]([O:10][C:11]3[CH:12]=[CH:13][C:14]([F:25])=[C:15]([NH:17]C(=O)OC(C)(C)C)[CH:16]=3)=[CH:9][N:4]2[N:3]=1.[CH:27]1([C:30](Cl)=[O:31])[CH2:29][CH2:28]1.FC(F)(F)C(O)=O. The catalyst is CN(C)C(=O)C. The product is [NH2:17][C:15]1[CH:16]=[C:11]([CH:12]=[CH:13][C:14]=1[F:25])[O:10][C:8]1[CH:7]=[CH:6][C:5]2[N:4]([N:3]=[C:2]([NH:1][C:30]([CH:27]3[CH2:29][CH2:28]3)=[O:31])[N:26]=2)[CH:9]=1. The yield is 0.770. (3) The reactants are Br[CH2:2][C:3]([C:5]1[CH:10]=[CH:9][CH:8]=[CH:7][N:6]=1)=O.[C:11]([CH2:13][C:14]([NH2:16])=[S:15])#[N:12]. No catalyst specified. The product is [N:6]1[CH:7]=[CH:8][CH:9]=[CH:10][C:5]=1[C:3]1[N:16]=[C:14]([CH2:13][C:11]#[N:12])[S:15][CH:2]=1. The yield is 0.730. (4) The reactants are Cl[C:2]1[C:11]2[C:6](=[CH:7][CH:8]=[CH:9][CH:10]=2)[N:5]=[C:4]([C:12]([F:21])([F:20])[C:13]2[CH:18]=[CH:17][C:16]([F:19])=[CH:15][N:14]=2)[N:3]=1.C1(P(C2C=CC=CC=2)C2C3OC4C(=CC=CC=4P(C4C=CC=CC=4)C4C=CC=CC=4)C(C)(C)C=3C=CC=2)C=CC=CC=1.[NH:64]1[CH:68]=[N:67][C:66]([NH2:69])=[N:65]1.C([O-])([O-])=O.[Na+].[Na+]. The catalyst is C1(C)C=CC=CC=1. The product is [F:20][C:12]([F:21])([C:13]1[CH:18]=[CH:17][C:16]([F:19])=[CH:15][N:14]=1)[C:4]1[N:3]=[C:2]([NH:69][C:66]2[N:67]=[CH:68][NH:64][N:65]=2)[C:11]2[C:6](=[CH:7][CH:8]=[CH:9][CH:10]=2)[N:5]=1. The yield is 0.140. (5) The reactants are [F:1][C:2]([F:7])([F:6])[C:3]([OH:5])=[O:4].[F:8][C:9]([F:14])([F:13])[C:10]([OH:12])=[O:11].[F:15][C:16]([F:21])([F:20])[C:17]([OH:19])=[O:18].[CH3:22][C:23]1[CH:32]=[C:31]([CH2:33][O:34][C:35]2[CH:40]=[CH:39][C:38]([C:41]3([N:50]4[CH2:55][CH2:54][NH:53][CH2:52][CH2:51]4)[C:46](=[O:47])[NH:45][C:44](=[O:48])[NH:43][C:42]3=[O:49])=[CH:37][CH:36]=2)[C:30]2[C:25](=[CH:26][CH:27]=[CH:28][CH:29]=2)[N:24]=1.[C:56]1([CH2:62][CH2:63][CH:64]=O)[CH:61]=[CH:60][CH:59]=[CH:58][CH:57]=1. No catalyst specified. The product is [F:1][C:2]([F:7])([F:6])[C:3]([OH:5])=[O:4].[F:8][C:9]([F:14])([F:13])[C:10]([OH:12])=[O:11].[F:15][C:16]([F:21])([F:20])[C:17]([OH:19])=[O:18].[CH3:22][C:23]1[CH:32]=[C:31]([CH2:33][O:34][C:35]2[CH:36]=[CH:37][C:38]([C:41]3([N:50]4[CH2:55][CH2:54][N:53]([CH2:64][CH2:63][CH2:62][C:56]5[CH:61]=[CH:60][CH:59]=[CH:58][CH:57]=5)[CH2:52][CH2:51]4)[C:46](=[O:47])[NH:45][C:44](=[O:48])[NH:43][C:42]3=[O:49])=[CH:39][CH:40]=2)[C:30]2[C:25](=[CH:26][CH:27]=[CH:28][CH:29]=2)[N:24]=1. The yield is 0.700. (6) The yield is 0.834. The product is [CH3:3][CH:2]([N:4]1[C:12](/[CH:13]=[CH:14]/[CH:15]([OH:24])[CH2:16][CH:17]([OH:23])[CH2:18][C:19]([O-:21])=[O:20])=[C:11]([C:25]2[CH:26]=[CH:27][C:28]([F:31])=[CH:29][CH:30]=2)[C:10]2[CH:9]=[CH:8][CH:7]=[CH:6][C:5]1=2)[CH3:1].[Na+:33]. The catalyst is CO. The reactants are [CH3:1][CH:2]([N:4]1[C:12](/[CH:13]=[CH:14]/[C@H:15]([OH:24])[CH2:16][C@H:17]([OH:23])[CH2:18][C:19]([O:21]C)=[O:20])=[C:11]([C:25]2[CH:30]=[CH:29][C:28]([F:31])=[CH:27][CH:26]=2)[C:10]2[C:5]1=[CH:6][CH:7]=[CH:8][CH:9]=2)[CH3:3].[OH-].[Na+:33].C(#N)C. (7) The reactants are [N:1]1[O:2][CH:3]=[C:4]2[C:9]=1[CH2:8][CH2:7][NH:6][CH2:5]2.Cl[C:11]1[N:16]=[C:15]([Cl:17])[CH:14]=[CH:13][N:12]=1.CCN(C(C)C)C(C)C. The yield is 0.697. The product is [Cl:17][C:15]1[N:16]=[CH:11][N:12]=[C:13]([N:6]2[CH2:7][CH2:8][C:9]3=[N:1][O:2][CH:3]=[C:4]3[CH2:5]2)[CH:14]=1. The catalyst is CCO. (8) The reactants are [CH3:1][O:2][CH2:3][CH2:4][O:5][C:6]1[CH:7]=[C:8]2[C:12](=[C:13]([N+:15]([O-:17])=[O:16])[CH:14]=1)[NH:11][C:10]([C:18]([O:20]CC)=[O:19])=[CH:9]2.C(O)(=O)CC(CC(O)=O)(C(O)=O)O. The catalyst is C(O)C.O1CCCC1.[OH-].[Na+]. The product is [CH3:1][O:2][CH2:3][CH2:4][O:5][C:6]1[CH:7]=[C:8]2[C:12](=[C:13]([N+:15]([O-:17])=[O:16])[CH:14]=1)[NH:11][C:10]([C:18]([OH:20])=[O:19])=[CH:9]2. The yield is 0.970.